Dataset: hERG Central: cardiac toxicity at 1µM, 10µM, and general inhibition. Task: Predict hERG channel inhibition at various concentrations. (1) The drug is CCCCNC(=S)Nc1ccc(C(F)(F)F)cc1. Results: hERG_inhib (hERG inhibition (general)): blocker. (2) The compound is C=CCc1cc(Cl)ccc1OCCCNC(C)CC.O=C(O)C(=O)O. Results: hERG_inhib (hERG inhibition (general)): blocker. (3) The compound is Cc1cccn2c(=O)c3cc(C(=O)NCCN4CCOCC4)c(=N)n(Cc4ccc(F)cc4)c3nc12. Results: hERG_inhib (hERG inhibition (general)): blocker. (4) The compound is C=C(C)c1cccc(C(C)(C)NC(=O)N2CCN(C/C=C/c3ccccc3)CC2)c1. Results: hERG_inhib (hERG inhibition (general)): blocker. (5) The compound is Cc1oc(-c2cccc(F)c2)nc1CN1CCCN(C(=O)c2ccco2)CC1. Results: hERG_inhib (hERG inhibition (general)): blocker. (6) The compound is CCCCCC(=O)N1CCN(c2ccc(C(C)=O)cc2F)CC1. Results: hERG_inhib (hERG inhibition (general)): blocker. (7) The compound is CCOc1ccccc1NC(=O)C(c1ccccc1)N1CCN(C(=O)c2ccco2)CC1. Results: hERG_inhib (hERG inhibition (general)): blocker. (8) The compound is O=C(Nc1ccn(-c2ccccc2)n1)c1ccccc1Br. Results: hERG_inhib (hERG inhibition (general)): blocker. (9) The drug is CCN(CC)CCOC(=O)C(Cc1ccco1)Cc1cccc2ccccc12.O=C(O)C(=O)O. Results: hERG_inhib (hERG inhibition (general)): blocker. (10) The drug is COc1ccc(-c2csc(N(CCCN(C)C)C(=O)c3ccc(F)cc3)n2)cc1.Cl. Results: hERG_inhib (hERG inhibition (general)): blocker.